Dataset: Forward reaction prediction with 1.9M reactions from USPTO patents (1976-2016). Task: Predict the product of the given reaction. Given the reactants [CH:1]1([CH2:4][O:5][C:6]2[CH:25]=[CH:24][C:9]3[CH:10]=[C:11]([C@H:13]4[CH2:18][CH2:17][C@H:16]([O:19][CH2:20][C:21](=[O:23])[CH3:22])[CH2:15][CH2:14]4)[O:12][C:8]=3[CH:7]=2)[CH2:3][CH2:2]1.[BH4-].[Na+], predict the reaction product. The product is: [CH:1]1([CH2:4][O:5][C:6]2[CH:25]=[CH:24][C:9]3[CH:10]=[C:11]([C@H:13]4[CH2:18][CH2:17][C@H:16]([O:19][CH2:20][CH:21]([OH:23])[CH3:22])[CH2:15][CH2:14]4)[O:12][C:8]=3[CH:7]=2)[CH2:3][CH2:2]1.